The task is: Regression/Classification. Given a drug SMILES string, predict its absorption, distribution, metabolism, or excretion properties. Task type varies by dataset: regression for continuous measurements (e.g., permeability, clearance, half-life) or binary classification for categorical outcomes (e.g., BBB penetration, CYP inhibition). Dataset: cyp2c19_veith.. This data is from CYP2C19 inhibition data for predicting drug metabolism from PubChem BioAssay. (1) The compound is Cc1cccc(NC(=S)NC(=O)c2cccs2)n1. The result is 1 (inhibitor). (2) The molecule is CCOC(=O)Cc1csc(NS(=O)(=O)c2ccccc2)n1. The result is 1 (inhibitor). (3) The molecule is CC(=O)NCCNc1cc(-c2ccccc2CN(C)C)ncn1. The result is 0 (non-inhibitor). (4) The molecule is CS(=O)(=O)N1CCC2(CCN(c3ccccn3)CC2)CC1. The result is 0 (non-inhibitor). (5) The drug is COc1ccc(C(=O)C(CCCCC(CN(C)C)C(=O)c2ccc(OC)cc2)CN(C)C)cc1.Cl. The result is 0 (non-inhibitor). (6) The molecule is O=C(O)/C=C\C(=O)Nc1cccc2c1-c1ccccc1C2=O. The result is 0 (non-inhibitor).